This data is from Reaction yield outcomes from USPTO patents with 853,638 reactions. The task is: Predict the reaction yield, written as a fraction of the theoretical maximum amount of product (1.0 means a 100% yield; for example, 0.34 means a 34% yield). The reactants are [CH2:1]([O:8][C:9]1[CH:14]=[C:13]([Cl:15])[C:12]([CH2:16][C:17]2[CH:22]=[CH:21][C:20]([CH2:23][CH2:24][O:25][CH2:26][O:27][CH3:28])=[CH:19][CH:18]=2)=[CH:11][C:10]=1Br)[C:2]1[CH:7]=[CH:6][CH:5]=[CH:4][CH:3]=1.C([Li])CCC.[CH2:35]([O:42][C@@H:43]1[C@@H:49]([O:50][CH2:51][C:52]2[CH:57]=[CH:56][CH:55]=[CH:54][CH:53]=2)[C@H:48]([O:58][CH2:59][C:60]2[CH:65]=[CH:64][CH:63]=[CH:62][CH:61]=2)[C@@H:47]([CH2:66][O:67][CH2:68][C:69]2[CH:74]=[CH:73][CH:72]=[CH:71][CH:70]=2)[O:46][C:44]1=[O:45])[C:36]1[CH:41]=[CH:40][CH:39]=[CH:38][CH:37]=1.[Cl-].[NH4+]. The catalyst is O1CCCC1.CCCCCC. The product is [CH2:35]([O:42][C@@H:43]1[C@@H:49]([O:50][CH2:51][C:52]2[CH:57]=[CH:56][CH:55]=[CH:54][CH:53]=2)[C@H:48]([O:58][CH2:59][C:60]2[CH:61]=[CH:62][CH:63]=[CH:64][CH:65]=2)[C@@H:47]([CH2:66][O:67][CH2:68][C:69]2[CH:70]=[CH:71][CH:72]=[CH:73][CH:74]=2)[O:46][C:44]1([C:10]1[CH:11]=[C:12]([CH2:16][C:17]2[CH:18]=[CH:19][C:20]([CH2:23][CH2:24][O:25][CH2:26][O:27][CH3:28])=[CH:21][CH:22]=2)[C:13]([Cl:15])=[CH:14][C:9]=1[O:8][CH2:1][C:2]1[CH:7]=[CH:6][CH:5]=[CH:4][CH:3]=1)[OH:45])[C:36]1[CH:37]=[CH:38][CH:39]=[CH:40][CH:41]=1. The yield is 0.220.